This data is from Reaction yield outcomes from USPTO patents with 853,638 reactions. The task is: Predict the reaction yield, written as a fraction of the theoretical maximum amount of product (1.0 means a 100% yield; for example, 0.34 means a 34% yield). (1) The reactants are Br[C:2]1[CH:13]=[CH:12][C:5]2[N:6]3[CH2:11][C@@H:9]([NH:10][C:4]=2[CH:3]=1)[CH2:8][CH2:7]3.[F:14][C:15]([F:26])([F:25])[C:16]1[CH:17]=[C:18](B(O)O)[CH:19]=[CH:20][CH:21]=1.C([O-])([O-])=O.[Cs+].[Cs+]. The catalyst is O1CCOCC1.O.C1C=CC(P(C2C=CC=CC=2)[C-]2C=CC=C2)=CC=1.C1C=CC(P(C2C=CC=CC=2)[C-]2C=CC=C2)=CC=1.Cl[Pd]Cl.[Fe+2]. The product is [F:14][C:15]([F:26])([F:25])[C:16]1[CH:21]=[C:20]([C:2]2[CH:13]=[CH:12][C:5]3[N:6]4[CH2:11][C@@H:9]([NH:10][C:4]=3[CH:3]=2)[CH2:8][CH2:7]4)[CH:19]=[CH:18][CH:17]=1. The yield is 0.950. (2) The reactants are [C:1]12([CH2:11][C:12]3[CH:17]=[CH:16][N:15]=[CH:14][CH:13]=3)[CH2:10][CH:5]3[CH2:6][CH:7]([CH2:9][CH:3]([CH2:4]3)[CH2:2]1)[CH2:8]2.Cl.C(Cl)[Cl:20]. The catalyst is CO.O=[Pt]=O. The product is [ClH:20].[C:1]12([CH2:11][CH:12]3[CH2:17][CH2:16][NH:15][CH2:14][CH2:13]3)[CH2:10][CH:5]3[CH2:4][CH:3]([CH2:9][CH:7]([CH2:6]3)[CH2:8]1)[CH2:2]2. The yield is 0.620. (3) The reactants are [Br:1][C:2]1[N:6]([CH2:7][C:8]([C:10]2[CH:15]=[CH:14][C:13]([O:16][CH3:17])=[CH:12][CH:11]=2)=O)[C:5]([C:18]([O:20]C)=O)=[CH:4][CH:3]=1.[CH2:22]([NH2:25])[CH2:23][NH2:24]. The yield is 0.520. The catalyst is O1CCOCC1. The product is [Br:1][C:2]1[N:6]2[CH2:7][C:8]3([C:10]4[CH:11]=[CH:12][C:13]([O:16][CH3:17])=[CH:14][CH:15]=4)[NH:25][CH2:22][CH2:23][N:24]3[C:18](=[O:20])[C:5]2=[CH:4][CH:3]=1. (4) The reactants are [C:1]([C:5]1[CH:18]=[CH:17][C:16]2[C:7](=[C:8]3[C:13](=[C:14](Cl)[N:15]=2)[CH:12]=[CH:11][C:10]([C:20]([CH3:23])([CH3:22])[CH3:21])=[CH:9]3)[CH:6]=1)([CH3:4])([CH3:3])[CH3:2].CO[CH:26](OC)[CH2:27][NH2:28]. The catalyst is COCCOCCOC. The product is [C:1]([C:5]1[CH:18]=[CH:17][C:16]2[N:15]3[CH:26]=[CH:27][N:28]=[C:14]3[C:13]3[CH:12]=[CH:11][C:10]([C:20]([CH3:23])([CH3:22])[CH3:21])=[CH:9][C:8]=3[C:7]=2[CH:6]=1)([CH3:4])([CH3:3])[CH3:2]. The yield is 0.560. (5) The reactants are [NH2:1][C:2]1[CH:18]=[CH:17][CH:16]=[CH:15][C:3]=1[C:4]([NH:6][C:7]1[CH:12]=[CH:11][CH:10]=[C:9]([Br:13])[C:8]=1[CH3:14])=[O:5].[C:19](=O)(OC(Cl)(Cl)Cl)[O:20]C(Cl)(Cl)Cl.C([O-])(O)=O.[Na+]. The catalyst is C1COCC1. The product is [Br:13][C:9]1[C:8]([CH3:14])=[C:7]([N:6]2[C:4](=[O:5])[C:3]3[C:2](=[CH:18][CH:17]=[CH:16][CH:15]=3)[NH:1][C:19]2=[O:20])[CH:12]=[CH:11][CH:10]=1. The yield is 0.970. (6) The reactants are [C:1]([C:4]1([NH:37]C(=O)OC(C)(C)C)[CH2:9][CH2:8][N:7]([C:10]2[CH:15]=[CH:14][CH:13]=[C:12]([C:16]3[C:24]4[C:19](=[CH:20][N:21]=[C:22]([C:25]5[CH:26]=[N:27][CH:28]=[CH:29][CH:30]=5)[CH:23]=4)[N:18](C4CCCCO4)[N:17]=3)[N:11]=2)[CH2:6][CH2:5]1)(=[O:3])[NH2:2].Cl. The catalyst is CO.O1CCOCC1. The product is [NH2:37][C:4]1([C:1]([NH2:2])=[O:3])[CH2:5][CH2:6][N:7]([C:10]2[CH:15]=[CH:14][CH:13]=[C:12]([C:16]3[C:24]4[C:19](=[CH:20][N:21]=[C:22]([C:25]5[CH:26]=[N:27][CH:28]=[CH:29][CH:30]=5)[CH:23]=4)[NH:18][N:17]=3)[N:11]=2)[CH2:8][CH2:9]1. The yield is 0.430. (7) The yield is 0.380. The catalyst is CN(C=O)C. The product is [N:1]1[C:9]2[C:4](=[N:5][CH:6]=[CH:7][CH:8]=2)[N:3]([CH2:13][C:14]2[CH:24]=[CH:23][C:17]3[N:18]=[C:19]([S:21][CH3:22])[S:20][C:16]=3[CH:15]=2)[CH:2]=1. The reactants are [N:1]1[C:9]2[C:4](=[N:5][CH:6]=[CH:7][CH:8]=2)[NH:3][CH:2]=1.[H-].[Na+].Cl[CH2:13][C:14]1[CH:24]=[CH:23][C:17]2[N:18]=[C:19]([S:21][CH3:22])[S:20][C:16]=2[CH:15]=1.